From a dataset of Forward reaction prediction with 1.9M reactions from USPTO patents (1976-2016). Predict the product of the given reaction. (1) Given the reactants Br[C:2]1[CH:3]=[N:4][C:5]([C:8]([CH3:11])([CH3:10])[CH3:9])=[N:6][CH:7]=1.[B:12]1([B:12]2[O:16][C:15]([CH3:18])([CH3:17])[C:14]([CH3:20])([CH3:19])[O:13]2)[O:16][C:15]([CH3:18])([CH3:17])[C:14]([CH3:20])([CH3:19])[O:13]1.C([O-])(=O)C.[K+], predict the reaction product. The product is: [C:8]([C:5]1[N:4]=[CH:3][C:2]([B:12]2[O:16][C:15]([CH3:18])([CH3:17])[C:14]([CH3:20])([CH3:19])[O:13]2)=[CH:7][N:6]=1)([CH3:11])([CH3:10])[CH3:9]. (2) Given the reactants [NH2:1][C:2]1[CH:7]=[CH:6][CH:5]=[CH:4][CH:3]=1.[N:8]([O-])=O.[Na+].C([O-])(=O)C.[Na+].[CH3:17][O:18][C:19]([C:21]1[C:30]2[C:25](=[CH:26][CH:27]=[C:28]([NH2:31])[CH:29]=2)[N:24]=[C:23]([C:32]2[O:33][CH:34]=[CH:35][CH:36]=2)[CH:22]=1)=[O:20], predict the reaction product. The product is: [CH3:17][O:18][C:19]([C:21]1[C:30]2[C:25](=[CH:26][CH:27]=[C:28]([NH2:31])[C:29]=2[N:8]=[N:1][C:2]2[CH:7]=[CH:6][CH:5]=[CH:4][CH:3]=2)[N:24]=[C:23]([C:32]2[O:33][CH:34]=[CH:35][CH:36]=2)[CH:22]=1)=[O:20].